Dataset: Reaction yield outcomes from USPTO patents with 853,638 reactions. Task: Predict the reaction yield, written as a fraction of the theoretical maximum amount of product (1.0 means a 100% yield; for example, 0.34 means a 34% yield). (1) The reactants are C[O:2][C:3]([C@H:5]1[CH2:9][C@@H:8]([NH:10][C:11](=[O:17])[O:12][C:13]([CH3:16])([CH3:15])[CH3:14])[C@@H:7]([OH:18])[CH2:6]1)=[O:4].[OH-].[Na+]. The catalyst is C1COCC1.C(O)C. The product is [C:5]([C@@:5]1([C:3]([OH:2])=[O:4])[CH2:6][C@H:7]([OH:18])[C@H:8]([NH:10][C:11]([O:12][C:13]([CH3:16])([CH3:15])[CH3:14])=[O:17])[CH2:9]1)([CH3:9])([CH3:6])[CH3:3]. The yield is 0.870. (2) The reactants are Br[C:2]1[CH:3]=[C:4]2[C:9](=[CH:10][CH:11]=1)[N:8]=[C:7]([O:12][CH3:13])[CH:6]=[C:5]2[C:14]1[CH:19]=[CH:18][CH:17]=[C:16]([O:20][CH3:21])[CH:15]=1.[Cl:22][C:23]1[S:27][C:26]([C:28]([C:30]2[N:31]([CH3:35])[CH:32]=[N:33][CH:34]=2)=[O:29])=[CH:25][CH:24]=1. No catalyst specified. The product is [Cl:22][C:23]1[S:27][C:26]([C:28]([C:2]2[CH:3]=[C:4]3[C:9](=[CH:10][CH:11]=2)[N:8]=[C:7]([O:12][CH3:13])[CH:6]=[C:5]3[C:14]2[CH:19]=[CH:18][CH:17]=[C:16]([O:20][CH3:21])[CH:15]=2)([C:30]2[N:31]([CH3:35])[CH:32]=[N:33][CH:34]=2)[OH:29])=[CH:25][CH:24]=1. The yield is 0.802.